Dataset: Kir2.1 potassium channel HTS with 301,493 compounds. Task: Binary Classification. Given a drug SMILES string, predict its activity (active/inactive) in a high-throughput screening assay against a specified biological target. (1) The drug is O=C(N1CCN(CC1)Cc1n(c2c(n1)cc(NC(=O)COc1ccc(OC)cc1)cc2)C)C. The result is 0 (inactive). (2) The compound is O(c1cc2c([nH]c(=O)n(CCCC(=O)NCc3ccc(OC)cc3)c2=O)cc1OCC)CC. The result is 0 (inactive). (3) The drug is O(C(=O)C(/NC(=O)c1ccccc1)=C/c1c2c(ccc1)cccc2)CC=C. The result is 0 (inactive). (4) The molecule is O(C(=O)C(=C(\NCCCC)N)/C(=O)c1ccc(OC)cc1)CC. The result is 0 (inactive). (5) The drug is S(CCN(CC)CC)c1n(c(O)c(c2ccccc2)c(=O)n1)c1ccccc1. The result is 0 (inactive). (6) The compound is o1c2c(C(N(C2=O)CCOC)c2ccc(O)cc2)c(=O)c2c1cc(c(c2)C)C. The result is 0 (inactive).